This data is from Tox21: 12 toxicity assays (nuclear receptors and stress response pathways). The task is: Binary classification across 12 toxicity assays. (1) The molecule is Oc1cc(Cl)ccc1Cl. It tested positive (active) for: SR-MMP (Mitochondrial Membrane Potential disruption). (2) The compound is CCOP(=S)(OCC)Oc1cnc2ccccc2n1. It tested positive (active) for: NR-AhR (Aryl hydrocarbon Receptor agonist activity), NR-ER (Estrogen Receptor agonist activity), and NR-ER-LBD (Estrogen Receptor Ligand Binding Domain agonist). (3) The drug is Nc1nc2ccccc2[nH]1. It tested positive (active) for: NR-AhR (Aryl hydrocarbon Receptor agonist activity). (4) The compound is CC1(C)[C@H](C=C(Cl)Cl)[C@H]1C(=O)OCc1c(F)c(F)cc(F)c1F. It tested positive (active) for: SR-MMP (Mitochondrial Membrane Potential disruption). (5) The compound is CCC(Cc1c(I)cc(I)c(N)c1I)C(=O)O. It tested positive (active) for: NR-ER-LBD (Estrogen Receptor Ligand Binding Domain agonist). (6) The molecule is Sc1ccccc1. It tested positive (active) for: SR-HSE (Heat Shock Element response).